Task: Regression. Given a peptide amino acid sequence and an MHC pseudo amino acid sequence, predict their binding affinity value. This is MHC class I binding data.. Dataset: Peptide-MHC class I binding affinity with 185,985 pairs from IEDB/IMGT (1) The peptide sequence is GLVLHGEAI. The MHC is HLA-A31:01 with pseudo-sequence HLA-A31:01. The binding affinity (normalized) is 0.0847. (2) The binding affinity (normalized) is 0.0847. The peptide sequence is TVLDHILQK. The MHC is HLA-A26:01 with pseudo-sequence HLA-A26:01. (3) The peptide sequence is WTEHRQVRY. The MHC is HLA-B08:01 with pseudo-sequence HLA-B08:01. The binding affinity (normalized) is 0.0847. (4) The peptide sequence is LFLDGIDKA. The MHC is HLA-B18:01 with pseudo-sequence HLA-B18:01. The binding affinity (normalized) is 0. (5) The peptide sequence is LLDPLYFEV. The MHC is HLA-A02:11 with pseudo-sequence HLA-A02:11. The binding affinity (normalized) is 1.00.